From a dataset of Peptide-MHC class I binding affinity with 185,985 pairs from IEDB/IMGT. Regression. Given a peptide amino acid sequence and an MHC pseudo amino acid sequence, predict their binding affinity value. This is MHC class I binding data. (1) The peptide sequence is NPGFALLAGF. The MHC is HLA-B53:01 with pseudo-sequence HLA-B53:01. The binding affinity (normalized) is 0.323. (2) The peptide sequence is EVHIYYLEK. The MHC is HLA-A03:01 with pseudo-sequence HLA-A03:01. The binding affinity (normalized) is 0.149. (3) The peptide sequence is YLIIICVLVV. The MHC is HLA-A68:02 with pseudo-sequence HLA-A68:02. The binding affinity (normalized) is 0.260. (4) The peptide sequence is NVFHTMWHV. The binding affinity (normalized) is 0.825. The MHC is HLA-A02:06 with pseudo-sequence HLA-A02:06.